From a dataset of Cav3 T-type calcium channel HTS with 100,875 compounds. Binary Classification. Given a drug SMILES string, predict its activity (active/inactive) in a high-throughput screening assay against a specified biological target. (1) The drug is O=c1[nH]c(=O)n(c2nc(n(c12)CC(OC)=O)CN(Cc1ccccc1)Cc1ccccc1)C. The result is 0 (inactive). (2) The result is 0 (inactive). The molecule is O=c1n(Cc2ccc(cc2)C(OCC)=O)cnc2c1cccc2. (3) The molecule is s1c(c2nc(sc2)Nc2ccc(cc2)C)c(nc1NC(=O)c1occc1)C. The result is 0 (inactive).